From a dataset of Forward reaction prediction with 1.9M reactions from USPTO patents (1976-2016). Predict the product of the given reaction. (1) Given the reactants [O:1]=[C:2]1[N:6]([CH:7]([CH2:11][CH3:12])[C:8]([OH:10])=[O:9])[C:5](=[S:13])[NH:4][CH2:3]1.[Cl:14][C:15]1[CH:16]=[C:17]([C:22]2S[C:25]([CH:27]=O)=[CH:24][CH:23]=2)[CH:18]=[CH:19][C:20]=1[Cl:21].NCCC(O)=[O:33].CO.C(Cl)Cl, predict the reaction product. The product is: [Cl:14][C:15]1[CH:16]=[C:17]([C:22]2[O:33][C:25]([CH:27]=[C:3]3[C:2](=[O:1])[N:6]([CH:7]([CH2:11][CH3:12])[C:8]([OH:10])=[O:9])[C:5](=[S:13])[NH:4]3)=[CH:24][CH:23]=2)[CH:18]=[CH:19][C:20]=1[Cl:21]. (2) Given the reactants [C:1]1([C:7]([C:21]2[CH:26]=[CH:25][CH:24]=[CH:23][CH:22]=2)=[C:8]([C:15]2[CH:20]=[CH:19][CH:18]=[CH:17][CH:16]=2)[C:9]2[CH:14]=[CH:13][CH:12]=[CH:11][CH:10]=2)[CH:6]=[CH:5][CH:4]=[CH:3][CH:2]=1.C1C(=O)N([Br:34])C(=O)C1, predict the reaction product. The product is: [Br:34][C:4]1[CH:3]=[CH:2][C:1]([C:7]([C:21]2[CH:22]=[CH:23][CH:24]=[CH:25][CH:26]=2)=[C:8]([C:9]2[CH:14]=[CH:13][CH:12]=[CH:11][CH:10]=2)[C:15]2[CH:16]=[CH:17][CH:18]=[CH:19][CH:20]=2)=[CH:6][CH:5]=1.